Predict the reaction yield, written as a fraction of the theoretical maximum amount of product (1.0 means a 100% yield; for example, 0.34 means a 34% yield). From a dataset of Reaction yield outcomes from USPTO patents with 853,638 reactions. (1) The catalyst is O1CCCC1.C(OCC)(=O)C.[O-2].[O-2].[Mn+4]. The reactants are FC(F)(F)C(O)=O.[CH2:8]([O:11][C:12]([CH:14]1[CH2:18][C:17](F)([F:19])[CH2:16][NH:15]1)=[O:13])[CH:9]=[CH2:10]. The yield is 0.887. The product is [CH2:8]([O:11][C:12]([C:14]1[NH:15][CH:16]=[C:17]([F:19])[CH:18]=1)=[O:13])[CH:9]=[CH2:10]. (2) The reactants are [C:1](Cl)(=[O:10])[C:2]1[CH:7]=[CH:6][C:5]([O:8][CH3:9])=[CH:4][CH:3]=1.[NH2:12][C:13]1[S:17][C:16]([NH:18][C:19]2[CH:24]=[CH:23][C:22]([O:25][CH2:26][CH2:27][O:28][CH3:29])=[CH:21][CH:20]=2)=[N:15][C:14]=1[C:30]([NH2:32])=[O:31]. The catalyst is N1C=CC=CC=1. The product is [CH3:9][O:8][C:5]1[CH:6]=[CH:7][C:2]([C:1]([NH:12][C:13]2[S:17][C:16]([NH:18][C:19]3[CH:20]=[CH:21][C:22]([O:25][CH2:26][CH2:27][O:28][CH3:29])=[CH:23][CH:24]=3)=[N:15][C:14]=2[C:30]([NH2:32])=[O:31])=[O:10])=[CH:3][CH:4]=1. The yield is 0.120. (3) The reactants are [C:1]([C:3]1[CH:4]=[C:5](B(O)O)[CH:6]=[CH:7][CH:8]=1)#[N:2].I[C:13]1[C:21]2[C:16](=[N:17][CH:18]=[N:19][C:20]=2[NH2:22])[N:15]([CH:23]([CH3:25])[CH3:24])[N:14]=1.C([O-])([O-])=O.[Na+].[Na+]. The catalyst is CCO.COCCOC.C1C=CC([P]([Pd]([P](C2C=CC=CC=2)(C2C=CC=CC=2)C2C=CC=CC=2)([P](C2C=CC=CC=2)(C2C=CC=CC=2)C2C=CC=CC=2)[P](C2C=CC=CC=2)(C2C=CC=CC=2)C2C=CC=CC=2)(C2C=CC=CC=2)C2C=CC=CC=2)=CC=1. The product is [NH2:22][C:20]1[N:19]=[CH:18][N:17]=[C:16]2[N:15]([CH:23]([CH3:25])[CH3:24])[N:14]=[C:13]([C:7]3[CH:8]=[C:3]([CH:4]=[CH:5][CH:6]=3)[C:1]#[N:2])[C:21]=12. The yield is 0.410. (4) The reactants are [CH3:1][N:2]([CH3:17])[CH2:3][C@@H:4]1[CH2:9][CH2:8][CH2:7][CH2:6][N:5]1CC1C=CC=CC=1.[ClH:18]. The catalyst is CO. The product is [ClH:18].[CH3:1][N:2]([CH3:17])[CH2:3][C@@H:4]1[CH2:9][CH2:8][CH2:7][CH2:6][NH:5]1. The yield is 0.780. (5) The reactants are I[C:2]1[NH:6][C:5]([C@@H:7]2[CH2:11][CH2:10][CH2:9][N:8]2[C:12]([O:14][C:15]([CH3:18])([CH3:17])[CH3:16])=[O:13])=[N:4][CH:3]=1.C(N(CC)CC)C.[C:26]([Si:28]([CH3:31])([CH3:30])[CH3:29])#[CH:27]. The catalyst is CN(C=O)C.[Cu]I.C1C=CC([P]([Pd]([P](C2C=CC=CC=2)(C2C=CC=CC=2)C2C=CC=CC=2)([P](C2C=CC=CC=2)(C2C=CC=CC=2)C2C=CC=CC=2)[P](C2C=CC=CC=2)(C2C=CC=CC=2)C2C=CC=CC=2)(C2C=CC=CC=2)C2C=CC=CC=2)=CC=1. The product is [CH3:29][Si:28]([C:26]#[C:27][C:2]1[NH:6][C:5]([C@@H:7]2[CH2:11][CH2:10][CH2:9][N:8]2[C:12]([O:14][C:15]([CH3:18])([CH3:17])[CH3:16])=[O:13])=[N:4][CH:3]=1)([CH3:31])[CH3:30]. The yield is 0.820. (6) The reactants are [CH3:1][C:2]([C:8]1[C:13](=[O:14])[C:12]([CH3:15])=[C:11]([CH3:16])[C:10](=[O:17])[C:9]=1[CH3:18])([CH3:7])[CH2:3][C:4]([OH:6])=O.ClC(OCC(C)C)=O.[NH2:27][C:28]1[CH:38]=[CH:37][C:31]2[N:32]=[C:33]([C:35]#[N:36])[S:34][C:30]=2[CH:29]=1. The catalyst is C1COCC1. The product is [C:35]([C:33]1[S:34][C:30]2[CH:29]=[C:28]([NH:27][C:4](=[O:6])[CH2:3][C:2]([CH3:1])([C:8]3[C:13](=[O:14])[C:12]([CH3:15])=[C:11]([CH3:16])[C:10](=[O:17])[C:9]=3[CH3:18])[CH3:7])[CH:38]=[CH:37][C:31]=2[N:32]=1)#[N:36]. The yield is 0.100. (7) The reactants are [CH3:1][C:2]1[CH:10]=[C:9]([C:11]2[N:15]=[CH:14][N:13]([C:16]3[CH:21]=[CH:20][C:19]([O:22][C:23]([F:26])([F:25])[F:24])=[CH:18][CH:17]=3)[N:12]=2)[CH:8]=[CH:7][C:3]=1[C:4](O)=[O:5].C(N(CC)CC)C.P([N:50]=[N+:51]=[N-:52])(=O)(OC1C=CC=CC=1)OC1C=CC=CC=1. The catalyst is C(O)(C)C. The product is [CH3:1][C:2]1[CH:10]=[C:9]([C:11]2[N:15]=[CH:14][N:13]([C:16]3[CH:21]=[CH:20][C:19]([O:22][C:23]([F:26])([F:24])[F:25])=[CH:18][CH:17]=3)[N:12]=2)[CH:8]=[CH:7][C:3]=1[C:4]([N:50]=[N+:51]=[N-:52])=[O:5]. The yield is 0.670. (8) The reactants are [C:9](O[C:9]([O:11][C:12]([CH3:15])([CH3:14])[CH3:13])=[O:10])([O:11][C:12]([CH3:15])([CH3:14])[CH3:13])=[O:10].[NH:16]1[CH2:20][CH2:19][CH2:18][C@H:17]1[CH2:21][OH:22].C(N(CC)CC)C. The catalyst is ClCCl. The product is [C:9]([N:16]1[CH2:20][CH2:19][CH2:18][C@H:17]1[CH2:21][OH:22])([O:11][C:12]([CH3:13])([CH3:14])[CH3:15])=[O:10]. The yield is 0.880. (9) The reactants are [Br:1][C:2]1[CH:3]=[C:4]2[C:9](=[CH:10][CH:11]=1)[C:8](=[O:12])[NH:7][C:6](=[O:13])/[C:5]/2=[CH:14]/OC.[CH3:17][CH:18]1[NH:23][CH:22]([CH3:24])[CH2:21][N:20]([C:25]2[CH:30]=[CH:29][C:28]([NH2:31])=[CH:27][CH:26]=2)[CH2:19]1. The catalyst is CN(C=O)C. The product is [Br:1][C:2]1[CH:3]=[C:4]2[C:9](=[CH:10][CH:11]=1)[C:8](=[O:12])[NH:7][C:6](=[O:13])[C:5]2=[CH:14][NH:31][C:28]1[CH:27]=[CH:26][C:25]([N:20]2[CH2:19][CH:18]([CH3:17])[NH:23][CH:22]([CH3:24])[CH2:21]2)=[CH:30][CH:29]=1. The yield is 0.800.